From a dataset of Full USPTO retrosynthesis dataset with 1.9M reactions from patents (1976-2016). Predict the reactants needed to synthesize the given product. (1) Given the product [Cl:21][C:16]1[CH:17]=[CH:18][CH:19]=[CH:20][C:15]=1[S:12]([N:9]1[CH2:10][CH2:11][C:6]2([C:4](=[O:5])[N:9]([CH2:8][CH2:7][CH2:6][CH2:36][C:30]3[CH:35]=[CH:34][CH:33]=[CH:32][CH:31]=3)[CH2:23][CH2:22]2)[CH2:7][CH2:8]1)(=[O:13])=[O:14], predict the reactants needed to synthesize it. The reactants are: C(O[C:4]([C:6]1([CH2:22][CH2:23]OC)[CH2:11][CH2:10][N:9]([S:12]([C:15]2[CH:20]=[CH:19][CH:18]=[CH:17][C:16]=2[Cl:21])(=[O:14])=[O:13])[CH2:8][CH2:7]1)=[O:5])C.[Cl-].C[Al+]C.[C:30]1([CH3:36])[CH:35]=[CH:34][CH:33]=[CH:32][CH:31]=1. (2) The reactants are: [NH2:1][C:2]1[C:7]([F:8])=[C:6]([C:9]([CH3:12])([CH3:11])[CH3:10])[N:5]=[C:4]([CH:13]=[O:14])[C:3]=1[Cl:15].CC(=CC)C.P([O-])([O-])(O)=[O:22].[Na+].[Na+].Cl([O-])=O.[Na+]. Given the product [NH2:1][C:2]1[C:7]([F:8])=[C:6]([C:9]([CH3:12])([CH3:10])[CH3:11])[N:5]=[C:4]([C:13]([OH:22])=[O:14])[C:3]=1[Cl:15], predict the reactants needed to synthesize it. (3) Given the product [CH3:1][C:2]1[C:3]([CH:34]=[CH2:35])=[C:4]([CH:9]=[C:10]([CH2:13][C:14]2[CH:15]=[CH:16][C:17]([C:20]3[N:21]=[N:22][N:23]([CH3:25])[CH:24]=3)=[CH:18][CH:19]=2)[C:11]=1[CH3:12])[C:5]([O:7][CH3:8])=[O:6], predict the reactants needed to synthesize it. The reactants are: [CH3:1][C:2]1[C:3](OS(C(F)(F)F)(=O)=O)=[C:4]([CH:9]=[C:10]([CH2:13][C:14]2[CH:19]=[CH:18][C:17]([C:20]3[N:21]=[N:22][N:23]([CH3:25])[CH:24]=3)=[CH:16][CH:15]=2)[C:11]=1[CH3:12])[C:5]([O:7][CH3:8])=[O:6].[CH2:34](C([Sn])=C(CCCC)CCCC)[CH2:35]CC.[Cl-].[Li+].[F-].[K+]. (4) Given the product [Cl:12][C:4]1[CH:5]=[C:6]2[C:10](=[C:2]([B:16]3[O:17][C:18]([CH3:20])([CH3:19])[C:14]([CH3:30])([CH3:13])[O:15]3)[CH:3]=1)[N:9]([CH3:11])[N:8]=[CH:7]2, predict the reactants needed to synthesize it. The reactants are: Br[C:2]1[CH:3]=[C:4]([Cl:12])[CH:5]=[C:6]2[C:10]=1[N:9]([CH3:11])[N:8]=[CH:7]2.[CH3:13][C:14]1([CH3:30])[C:18]([CH3:20])([CH3:19])[O:17][B:16]([B:16]2[O:17][C:18]([CH3:20])([CH3:19])[C:14]([CH3:30])([CH3:13])[O:15]2)[O:15]1.CC([O-])=O.[K+]. (5) Given the product [CH2:26]([CH:19]([CH2:1][CH2:2][CH2:3][CH2:4][CH2:5][CH2:6][CH2:7][CH2:8][CH2:9][CH2:10][CH2:11][CH2:12][CH2:13][CH2:14][CH2:15][CH2:16][CH2:17][CH3:18])[C:20]([OH:22])=[O:21])[CH2:27][CH2:28][CH2:29][CH2:30][CH2:31][CH2:32][CH2:33][CH2:34][CH2:35][CH2:36][CH2:37][CH2:38][CH2:39][CH2:40][CH2:41][CH2:42][CH3:43], predict the reactants needed to synthesize it. The reactants are: [CH2:1]([C:19]([CH2:26][CH2:27][CH2:28][CH2:29][CH2:30][CH2:31][CH2:32][CH2:33][CH2:34][CH2:35][CH2:36][CH2:37][CH2:38][CH2:39][CH2:40][CH2:41][CH2:42][CH3:43])(C(O)=O)[C:20]([OH:22])=[O:21])[CH2:2][CH2:3][CH2:4][CH2:5][CH2:6][CH2:7][CH2:8][CH2:9][CH2:10][CH2:11][CH2:12][CH2:13][CH2:14][CH2:15][CH2:16][CH2:17][CH3:18].CCCCCCCCCC.